From a dataset of Forward reaction prediction with 1.9M reactions from USPTO patents (1976-2016). Predict the product of the given reaction. (1) Given the reactants [Cl:1][C:2]1[CH:8]=[C:7]([O:9][C:10]2[C:19]3[C:14](=[CH:15][C:16]([O:22][CH3:23])=[C:17]([O:20][CH3:21])[CH:18]=3)[N:13]=[CH:12][CH:11]=2)[CH:6]=[CH:5][C:3]=1[NH2:4].C(N(CC)CC)C.ClC(Cl)(O[C:35](=[O:41])OC(Cl)(Cl)Cl)Cl.[F:43][C:44]1[CH:49]=[CH:48][C:47]([C@H:50]([NH2:52])[CH3:51])=[CH:46][CH:45]=1, predict the reaction product. The product is: [Cl:1][C:2]1[CH:8]=[C:7]([O:9][C:10]2[C:19]3[C:14](=[CH:15][C:16]([O:22][CH3:23])=[C:17]([O:20][CH3:21])[CH:18]=3)[N:13]=[CH:12][CH:11]=2)[CH:6]=[CH:5][C:3]=1[NH:4][C:35]([NH:52][C@@H:50]([C:47]1[CH:48]=[CH:49][C:44]([F:43])=[CH:45][CH:46]=1)[CH3:51])=[O:41]. (2) Given the reactants [C:1]([C:5]1[N:9]([CH2:10][CH:11]2[CH2:16][CH2:15][O:14][CH2:13][CH2:12]2)[C:8]2[CH:17]=[CH:18][C:19]([S:21](Cl)(=[O:23])=[O:22])=[CH:20][C:7]=2[N:6]=1)([CH3:4])([CH3:3])[CH3:2].[CH:25]1([NH:31][CH3:32])[CH2:30][CH2:29][CH2:28][CH2:27][CH2:26]1, predict the reaction product. The product is: [C:1]([C:5]1[N:9]([CH2:10][CH:11]2[CH2:16][CH2:15][O:14][CH2:13][CH2:12]2)[C:8]2[CH:17]=[CH:18][C:19]([S:21]([N:31]([CH:25]3[CH2:30][CH2:29][CH2:28][CH2:27][CH2:26]3)[CH3:32])(=[O:23])=[O:22])=[CH:20][C:7]=2[N:6]=1)([CH3:4])([CH3:3])[CH3:2].